Task: Predict the product of the given reaction.. Dataset: Forward reaction prediction with 1.9M reactions from USPTO patents (1976-2016) Given the reactants [C:1]([O:5][C:6](=[O:43])[N:7]([CH2:30][C:31]1[CH:35]=[N:34][N:33]([CH2:36][C@@H:37]2[C@H:40]([NH2:41])[C:39](=[O:42])[NH:38]2)[N:32]=1)[C:8]([N:17]1[CH2:20][CH:19]([CH2:21][NH:22][C:23]([O:25][C:26]([CH3:29])([CH3:28])[CH3:27])=[O:24])[CH2:18]1)=[N:9][C:10]([O:12][C:13]([CH3:16])([CH3:15])[CH3:14])=[O:11])([CH3:4])([CH3:3])[CH3:2].[CH:44]([O:57][C:58]([C:60]1([O:63]/[N:64]=[C:65](/[C:69]2[N:70]=[C:71]([NH:74][C:75]([O:77][C:78]([CH3:81])([CH3:80])[CH3:79])=[O:76])[S:72][CH:73]=2)\[C:66](O)=[O:67])[CH2:62][CH2:61]1)=[O:59])([C:51]1[CH:56]=[CH:55][CH:54]=[CH:53][CH:52]=1)[C:45]1[CH:50]=[CH:49][CH:48]=[CH:47][CH:46]=1.CN(C(ON1N=NC2C=CC=NC1=2)=[N+](C)C)C.F[P-](F)(F)(F)(F)F.CCN(C(C)C)C(C)C, predict the reaction product. The product is: [C:1]([O:5][C:6]([N:7]([CH2:30][C:31]1[CH:35]=[N:34][N:33]([CH2:36][C@@H:37]2[C@H:40]([NH:41][C:66](=[O:67])/[C:65](=[N:64]\[O:63][C:60]3([C:58]([O:57][CH:44]([C:45]4[CH:50]=[CH:49][CH:48]=[CH:47][CH:46]=4)[C:51]4[CH:56]=[CH:55][CH:54]=[CH:53][CH:52]=4)=[O:59])[CH2:62][CH2:61]3)/[C:69]3[N:70]=[C:71]([NH:74][C:75]([O:77][C:78]([CH3:81])([CH3:80])[CH3:79])=[O:76])[S:72][CH:73]=3)[C:39](=[O:42])[NH:38]2)[N:32]=1)[C:8]([N:17]1[CH2:18][CH:19]([CH2:21][NH:22][C:23]([O:25][C:26]([CH3:29])([CH3:28])[CH3:27])=[O:24])[CH2:20]1)=[N:9][C:10]([O:12][C:13]([CH3:14])([CH3:15])[CH3:16])=[O:11])=[O:43])([CH3:2])([CH3:3])[CH3:4].